Dataset: Peptide-MHC class I binding affinity with 185,985 pairs from IEDB/IMGT. Task: Regression. Given a peptide amino acid sequence and an MHC pseudo amino acid sequence, predict their binding affinity value. This is MHC class I binding data. (1) The peptide sequence is MASENSSAM. The MHC is HLA-B07:02 with pseudo-sequence HLA-B07:02. The binding affinity (normalized) is 0.0522. (2) The peptide sequence is QSFLFWFLK. The MHC is HLA-A33:01 with pseudo-sequence HLA-A33:01. The binding affinity (normalized) is 0.456. (3) The peptide sequence is STGKSIKFK. The MHC is HLA-A02:16 with pseudo-sequence HLA-A02:16. The binding affinity (normalized) is 0.0847. (4) The peptide sequence is DVSAAFYHL. The MHC is Patr-B0101 with pseudo-sequence Patr-B0101. The binding affinity (normalized) is 0.118. (5) The peptide sequence is IILLILSCI. The MHC is HLA-A02:02 with pseudo-sequence HLA-A02:02. The binding affinity (normalized) is 0.370. (6) The peptide sequence is YYFMKFRRVF. The MHC is Patr-A0701 with pseudo-sequence Patr-A0701. The binding affinity (normalized) is 0.172. (7) The peptide sequence is LICYQIEYI. The MHC is HLA-A29:02 with pseudo-sequence HLA-A29:02. The binding affinity (normalized) is 0.0847. (8) The peptide sequence is LKFSLPFPFLYKFLL. The MHC is HLA-A32:01 with pseudo-sequence HLA-A32:01. The binding affinity (normalized) is 0.00625. (9) The peptide sequence is TTENAAYQV. The MHC is HLA-A02:02 with pseudo-sequence HLA-A02:02. The binding affinity (normalized) is 0.